Dataset: Full USPTO retrosynthesis dataset with 1.9M reactions from patents (1976-2016). Task: Predict the reactants needed to synthesize the given product. Given the product [CH3:20][O:21][C:22]1[CH:29]=[C:28]([CH:30]([CH3:33])[CH2:31][N:5]2[CH2:6][CH2:7][N:2]([CH2:8][CH2:9][C:10]3[CH:11]=[C:12]4[C:13](=[CH:18][CH:19]=3)[C:14](=[O:17])[O:15][CH2:16]4)[CH2:3][CH2:4]2)[CH:27]=[CH:26][C:23]=1[C:24]#[N:25], predict the reactants needed to synthesize it. The reactants are: Cl.[N:2]1([CH2:8][CH2:9][C:10]2[CH:19]=[CH:18][C:13]3[C:14](=[O:17])[O:15][CH2:16][C:12]=3[CH:11]=2)[CH2:7][CH2:6][NH:5][CH2:4][CH2:3]1.[CH3:20][O:21][C:22]1[CH:29]=[C:28]([CH:30]([CH3:33])[CH:31]=O)[CH:27]=[CH:26][C:23]=1[C:24]#[N:25].